Dataset: Forward reaction prediction with 1.9M reactions from USPTO patents (1976-2016). Task: Predict the product of the given reaction. Given the reactants [Br:1][C:2]1[CH:3]=[C:4]([C:12]2[C:21]3[C:16](=[CH:17][C:18]([Cl:22])=[CH:19][CH:20]=3)[O:15][C:14](=[NH:23])[C:13]=2[C:24]#[N:25])[CH:5]=[C:6]([O:10][CH3:11])[C:7]=1[O:8][CH3:9].NC1C=C2C(C(C3C=C(OC)C(OC)=C(Br)C=3)=C(C#N)C(=N)O2)=CC=1.C(ON=O)(C)(C)C, predict the reaction product. The product is: [NH2:23][C:14]1[O:15][C:16]2[C:21]([CH:12]([C:4]3[CH:5]=[C:6]([O:10][CH3:11])[C:7]([O:8][CH3:9])=[C:2]([Br:1])[CH:3]=3)[C:13]=1[C:24]#[N:25])=[CH:20][CH:19]=[C:18]([Cl:22])[CH:17]=2.